The task is: Regression. Given a target protein amino acid sequence and a drug SMILES string, predict the binding affinity score between them. We predict pIC50 (pIC50 = -log10(IC50 in M); higher means more potent). Dataset: bindingdb_ic50.. This data is from Drug-target binding data from BindingDB using IC50 measurements. (1) The small molecule is O=C(NC1CCN(Cc2c[nH]c3ccccc23)CC1)c1ccc(Cl)nc1Cl. The target protein (P31651) has sequence MDRKVAVHEDGYPVVSWVPEEGEMMDQKGKDQVKDRGQWTNKMEFVLSVAGEIIGLGNVWRFPYLCYKNGGGAFFIPYFIFFFSCGIPVFFLEVALGQYSSQGSVTAWRKICPLLQGIGMASVVIESYLNIYYIIILAWALFYLFSSFTWELPWTTCTNSWNTEHCVDFLNHSSARGVSSSENFTSPVMEFWERRVLGITSGIHDLGSLRWELALCLLLAWIICYFCIWKGVKSTGKVVYFTATFPYLMLIILLIRGVTLPGAYQGIVFYLKPDLLRLKDPQVWMDAGTQIFFSFAICQGCLTALGSYNKYHNNCYRDSIALCFLNSATSFVAGFVVFSILGFMSQEQGIPISEVAESGPGLAFIAFPKAVTMMPLSQLWSCLFFIMLLFLGLDSQFVCMECLVTASMDMFPQQLRKSGRRDVLILAISVLCYLMGLLLVTEGGMYIFQLFDYYASSGICLLFLSLFEVICIGWVYGADRFYDNVEDMIGYRPWPLVKIS.... The pIC50 is 4.2. (2) The drug is COc1ccc(CCN(CCC(=O)NO)S(=O)(=O)c2ccc(NC(=O)Nc3ccc(C(F)(F)F)cc3)cc2)cc1. The target protein (P13497) has sequence MPGVARLPLLLGLLLLPRPGRPLDLADYTYDLAEEDDSEPLNYKDPCKAAAFLGDIALDEEDLRAFQVQQAVDLRRHTARKSSIKAAVPGNTSTPSCQSTNGQPQRGACGRWRGRSRSRRAATSRPERVWPDGVIPFVIGGNFTGSQRAVFRQAMRHWEKHTCVTFLERTDEDSYIVFTYRPCGCCSYVGRRGGGPQAISIGKNCDKFGIVVHELGHVVGFWHEHTRPDRDRHVSIVRENIQPGQEYNFLKMEPQEVESLGETYDFDSIMHYARNTFSRGIFLDTIVPKYEVNGVKPPIGQRTRLSKGDIAQARKLYKCPACGETLQDSTGNFSSPEYPNGYSAHMHCVWRISVTPGEKIILNFTSLDLYRSRLCWYDYVEVRDGFWRKAPLRGRFCGSKLPEPIVSTDSRLWVEFRSSSNWVGKGFFAVYEAICGGDVKKDYGHIQSPNYPDDYRPSKVCIWRIQVSEGFHVGLTFQSFEIERHDSCAYDYLEVRDGHS.... The pIC50 is 7.4. (3) The compound is Cc1nnc(N[C@@H](Cc2ccc(NS(=O)(=O)O)cc2)c2csc(-c3ccccc3)n2)s1. The target protein (P23467) has sequence MLSHGAGLALWITLSLLQTGLAEPERCNFTLAESKASSHSVSIQWRILGSPCNFSLIYSSDTLGAALCPTFRIDNTTYGCNLQDLQAGTIYNFRIISLDEERTVVLQTDPLPPARFGVSKEKTTSTSLHVWWTPSSGKVTSYEVQLFDENNQKIQGVQIQESTSWNEYTFFNLTAGSKYNIAITAVSGGKRSFSVYTNGSTVPSPVKDIGISTKANSLLISWSHGSGNVERYRLMLMDKGILVHGGVVDKHATSYAFHGLTPGYLYNLTVMTEAAGLQNYRWKLVRTAPMEVSNLKVTNDGSLTSLKVKWQRPPGNVDSYNITLSHKGTIKESRVLAPWITETHFKELVPGRLYQVTVSCVSGELSAQKMAVGRTFPDKVANLEANNNGRMRSLVVSWSPPAGDWEQYRILLFNDSVVLLNITVGKEETQYVMDDTGLVPGRQYEVEVIVESGNLKNSERCQGRTVPLAVLQLRVKHANETSLSIMWQTPVAEWEKYIIS.... The pIC50 is 8.5. (4) The drug is O=C(CN1CCN(c2cccnc2)CC1)Nc1nc2c(s1)CCCC2. The target protein (Q60714) has sequence MRAPGAGTASVASLALLWFLGLPWTWSAAAAFCVYVGGGGWRFLRIVCKTARRDLFGLSVLIRVRLELRRHRRAGDTIPCIFQAVARRQPERLALVDASSGICWTFAQLDTYSNAVANLFRQLGFAPGDVVAVFLEGRPEFVGLWLGLAKAGVVAALLNVNLRREPLAFCLGTSAAKALIYGGEMAAAVAEVSEQLGKSLLKFCSGDLGPESILPDTQLLDPMLAEAPTTPLAQAPGKGMDDRLFYIYTSGTTGLPKAAIVVHSRYYRIAAFGHHSYSMRAADVLYDCLPLYHSAGNIMGVGQCVIYGLTVVLRKKFSASRFWDDCVKYNCTVVQYIGEICRYLLRQPVRDVEQRHRVRLAVGNGLRPAIWEEFTQRFGVPQIGEFYGATECNCSIANMDGKVGSCGFNSRILTHVYPIRLVKVNEDTMEPLRDSEGLCIPCQPGEPGLLVGQINQQDPLRRFDGYVSDSATNKKIAHSVFRKGDSAYLSGDVLVMDELG.... The pIC50 is 5.0. (5) The compound is O=C(CN1CC[C@H](C(F)(F)F)C1)N[C@H]1C2CC3CC1C[C@](O)(C3)C2. The target protein (P50233) has sequence MERWPWPSGGAWLLVAARALLQLLRSDLRLGRPLLAALALLAALDWLCQRLLPPPAALVVLAGAGWIALSRLARPPRLPVATRAVLITGCDTGFGKETAKKLDAMGFTVLATVLDLNGPGALELRARCSPRLKLLQMDLTKPEDISRVLEITKAHTASTGLWGLVNNAGLNMVVADVELSPVVTFRECMEVNFFGALELTKGLLPLLRHSRGRIVTVGSPAGDMPYPCLAAYGTSKAAIALLMDTFSCELLPWGIKVSIIQPGCFKTEAVTNVNLWEKRKQLLLANLPRELLQAYGEDYIEHLHGQFLNSLRMALPDLSPVVDAIIDALLAAQPRSRYYTGRGLGLMYFIHHYLPGGLRRRFLQNFFISHLLPRALRPGQPGPVHDTTQDPNPSPTVSAL. The pIC50 is 4.0. (6) The compound is O=C(CCCl)Nc1nnc(CCCl)s1. The target protein (Q01782) has sequence MTAPTVPVALVTGAAKRLGRSIAEGLHAEGYAVCLHYHRSAAEANALSATLNARRPNSAITVQADLSNVATAPVSGADGSAPVTLFTRCAELVAACYTHWGRCDVLVNNASSFYPTPLLRNDEDGHEPCVGDREAMETATADLFGSNAIAPYFLIKAFAHRFAGTPAKHRGTNYSIINMVDAMTNQPLLGYTIYTMAKGALEGLTRSAALELAPLQIRVNGVGPGLSVLVDDMPPAVWEGHRSKVPLYQRDSSAAEVSDVVIFLCSSKAKYITGTCVKVDGGYSLTRA. The pIC50 is 4.0. (7) The drug is CN1C(=O)c2[nH]c(Cc3ncc[nH]3)nc2N2C1=N[C@@H]1CCC[C@@H]12. The target protein sequence is MRRDERDAKAMRSPPPPDGAASPPESVRNGYVKGCVSPLRQDPPRGFFFHLCRFCNVELLLPPPASPQQPRRGSPFSRARLLLGALAAFVLALLLGSGPESWAAGAARLRTLLSVCSQSLSPLFSIACAFFFLTCFLTRTKRGAGPGRSGGGSWWLLALPACCYLGDFLVGQWESWSRGDGDARAPVPHTPPAVAGRWFLVLSCVGLLTLAQPGRLRHSIVVLLFSSFVWWVSFTSLGALPPALRPLLSCLVGGVGCLLALGLDHFFQIREAPQQPQLSSTAEEKVPVIRPRRRSSCVSFGETSGGYYGSCKMFRRPSLPCISREQMILWDWDLKQWYKPHYQISGGGSGVDLSVLNEARNMVSDLLVDPTLPPQVIASLRSISSLMGAFSGSCRPKMNPLTPFPGFYPCSEIEDPAEKGDRKLHKGLNSRNSLPTPHLRRSSGTSGLPPIDQTSPRWERNNGKRPHQEFGILSQGCYLNGPFSSNLLTVPKQRSSSVSL.... The pIC50 is 3.5. (8) The target protein (P03468) has sequence MNPNQKIITIGSICLVVGLISLILQIGNIISIWISHSIQTGSQNHTGICNQNIITYKNSTWVKDTTSVILTGNSSLCPIRGWAIYSKDNSIRIGSKGDVFVIREPFISCSHLECRTFFLTQGALLNDKHSNGTVKDRSPYRALMSCPVGEAPSPYNSRFESVAWSASACHDGMGWLTIGISGPDNGAVAVLKYNGIITETIKSWRKKILRTQESECACVNGSCFTIMTDGPSDGLASYKIFKIEKGKVTKSIELNAPNSHYEECSCYPDTGKVMCVCRDNWHGSNRPWVSFDQNLDYQIGYICSGVFGDNPRPEDGTGSCGPVYVDGANGVKGFSYRYGNGVWIGRTKSHSSRHGFEMIWDPNGWTETDSKFSVRQDVVAMTDWSGYSGSFVQHPELTGLDCMRPCFWVELIRGRPKEKTIWTSASSISFCGVNSDTVDWSWPDGAELPFSIDK. The pIC50 is 9.0. The drug is CC[C@@H](CCC1CCCCC1)O[C@@H]1C=C(C(=O)O)C[C@H](N)[C@H]1NC(C)=O. (9) The compound is CC(C)=CC(=O)CC[C@H](NC(=O)OC(C)(C)C)C(=O)N1CC2[C@@H]([C@H]1C(=O)NC(CC1CCC1)C(=O)C(N)=O)C2(C)C. The target protein sequence is APITAYAQQTRGLLGCIITSLTGRDKNQVEGEVQIVSTAAQTFLATCINGVCWTVYHGAGTRTIASPKGPVIQMYTNVDQDLVGWPAPQGARSLTPCTCGSSDLYLVTRHADVIPVRRRGDSRGSLLSPRPISYLKGSSGGPLLCPAGHAVGLFRAAVCTRGVAKAVDFIPVENLETTMRS. The pIC50 is 6.3.